Dataset: Catalyst prediction with 721,799 reactions and 888 catalyst types from USPTO. Task: Predict which catalyst facilitates the given reaction. (1) Reactant: Cl[C:2]1[C:7]2[C:8]3[CH2:14][CH2:13][CH2:12][CH2:11][C:9]=3[Se:10][C:6]=2[N:5]=[CH:4][N:3]=1.[Cl:15][C:16]1[CH:17]=[C:18]([CH:20]=[CH:21][C:22]=1[F:23])[NH2:19]. Product: [Cl:15][C:16]1[CH:17]=[C:18]([NH:19][C:2]2[C:7]3[C:8]4[CH2:14][CH2:13][CH2:12][CH2:11][C:9]=4[Se:10][C:6]=3[N:5]=[CH:4][N:3]=2)[CH:20]=[CH:21][C:22]=1[F:23]. The catalyst class is: 32. (2) Reactant: [CH3:1][NH2:2].C[O:4][C:5]([C@@H:7]1[O:11][C:10](=[O:12])[N:9]([C:13]2[CH:14]=[C:15]3[C:19](=[CH:20][CH:21]=2)[N:18]([CH:22]([CH2:24][CH3:25])[CH3:23])[C:17](=[O:26])[CH2:16]3)[CH2:8]1)=O. Product: [CH3:1][NH:2][C:5]([C@@H:7]1[O:11][C:10](=[O:12])[N:9]([C:13]2[CH:14]=[C:15]3[C:19](=[CH:20][CH:21]=2)[N:18]([CH:22]([CH2:24][CH3:25])[CH3:23])[C:17](=[O:26])[CH2:16]3)[CH2:8]1)=[O:4]. The catalyst class is: 5.